From a dataset of Reaction yield outcomes from USPTO patents with 853,638 reactions. Predict the reaction yield, written as a fraction of the theoretical maximum amount of product (1.0 means a 100% yield; for example, 0.34 means a 34% yield). The product is [C:1]([O:5][C:6]([N:8]1[CH2:13][CH2:12][N:11]([C:14]2[N:19]=[C:18]([C:20]3[CH:25]=[CH:24][N:23]=[C:22]([NH:26][CH:27]4[CH2:28][CH2:29][CH2:30][CH2:31][CH2:32]4)[CH:21]=3)[CH:17]=[C:16]([CH2:33][NH2:34])[CH:15]=2)[CH2:10][CH2:9]1)=[O:7])([CH3:4])([CH3:2])[CH3:3]. The catalyst is C1COCC1. The yield is 0.990. The reactants are [C:1]([O:5][C:6]([N:8]1[CH2:13][CH2:12][N:11]([C:14]2[N:19]=[C:18]([C:20]3[CH:25]=[CH:24][N:23]=[C:22]([NH:26][CH:27]4[CH2:32][CH2:31][CH2:30][CH2:29][CH2:28]4)[CH:21]=3)[CH:17]=[C:16]([CH2:33][N:34]=[N+]=[N-])[CH:15]=2)[CH2:10][CH2:9]1)=[O:7])([CH3:4])([CH3:3])[CH3:2].[H-].[H-].[H-].[H-].[Li+].[Al+3].